Regression/Classification. Given a drug SMILES string, predict its absorption, distribution, metabolism, or excretion properties. Task type varies by dataset: regression for continuous measurements (e.g., permeability, clearance, half-life) or binary classification for categorical outcomes (e.g., BBB penetration, CYP inhibition). Dataset: hlm. From a dataset of Human liver microsome stability data. The compound is C[C@H](COc1ccc(-c2cnnc(O)c2)cc1)CN1CCC[C@H]1C. The result is 0 (unstable in human liver microsomes).